This data is from Cav3 T-type calcium channel HTS with 100,875 compounds. The task is: Binary Classification. Given a drug SMILES string, predict its activity (active/inactive) in a high-throughput screening assay against a specified biological target. (1) The drug is O1CCN(CC(OC(=O)C(c2ccccc2)c2ccccc2)C)CC1. The result is 0 (inactive). (2) The molecule is S(=O)(=O)(NCC(=O)N(CC(=O)NCC1OCCC1)c1ccccc1)c1ccc(OC)cc1. The result is 0 (inactive). (3) The compound is S(Cc1c(n(nc1)c1ccccc1)n1cccc1)CC(=O)NCc1c(OC)cccc1. The result is 1 (active). (4) The result is 0 (inactive). The compound is O(C(=O)C1CCCN(C1)C(=O)COC(=O)C=1OCCOC1)CC. (5) The molecule is Clc1c(N2CCN(CC2)CC(=O)NCCc2ccc(OC)cc2)cccc1. The result is 0 (inactive). (6) The drug is o1c2c(nc1c1ccc(NC(=O)c3cccnc3)cc1)cc(cc2)C. The result is 0 (inactive). (7) The molecule is O=C(NC1CCCC1)c1noc(c1)c1cc(OC)c(OC)cc1. The result is 0 (inactive). (8) The molecule is Fc1ccc(CN(CC(=O)NCC2OCCC2)C(=O)CCC(=O)Nc2nccc(c2)C)cc1. The result is 0 (inactive).